Predict the reactants needed to synthesize the given product. From a dataset of Full USPTO retrosynthesis dataset with 1.9M reactions from patents (1976-2016). (1) Given the product [Br:1][C:2]1[CH:10]=[CH:9][C:5]([C:6]([N:18]2[CH2:19][CH:16]([O:15][CH3:14])[CH2:17]2)=[O:8])=[CH:4][C:3]=1[O:11][CH3:12], predict the reactants needed to synthesize it. The reactants are: [Br:1][C:2]1[CH:10]=[CH:9][C:5]([C:6]([OH:8])=O)=[CH:4][C:3]=1[O:11][CH3:12].Cl.[CH3:14][O:15][CH:16]1[CH2:19][NH:18][CH2:17]1. (2) Given the product [O:1]1[CH2:6][CH2:5][CH2:4][CH2:3][CH:2]1[N:7]1[C:15]2[C:10](=[CH:11][C:12]([CH2:16][CH2:17][C:18]3[N:23]=[CH:22][N:21]=[C:20]([NH:24][C:25]4[CH:30]=[CH:29][C:28]([C:31]([F:34])([F:32])[F:33])=[CH:27][CH:26]=4)[N:19]=3)=[CH:13][CH:14]=2)[CH:9]=[N:8]1, predict the reactants needed to synthesize it. The reactants are: [O:1]1[CH2:6][CH2:5][CH2:4][CH2:3][CH:2]1[N:7]1[C:15]2[C:10](=[CH:11][C:12](/[CH:16]=[CH:17]/[C:18]3[N:23]=[CH:22][N:21]=[C:20]([NH:24][C:25]4[CH:30]=[CH:29][C:28]([C:31]([F:34])([F:33])[F:32])=[CH:27][CH:26]=4)[N:19]=3)=[CH:13][CH:14]=2)[CH:9]=[N:8]1. (3) Given the product [CH2:2]([O:4][C:5](=[O:13])[CH2:6][CH:7]1[CH2:12][CH2:11][N:10]([C:19]([O:21][C:22]([CH3:25])([CH3:24])[CH3:23])=[O:20])[CH2:9][CH2:8]1)[CH3:3], predict the reactants needed to synthesize it. The reactants are: Cl.[CH2:2]([O:4][C:5](=[O:13])[CH2:6][CH:7]1[CH2:12][CH2:11][NH:10][CH2:9][CH2:8]1)[CH3:3].C(=O)([O-])O.[Na+].[C:19](O[C:19]([O:21][C:22]([CH3:25])([CH3:24])[CH3:23])=[O:20])([O:21][C:22]([CH3:25])([CH3:24])[CH3:23])=[O:20].C(=O)([O-])[O-].[K+].[K+]. (4) The reactants are: Br[C:2]1[C:7]([Br:8])=[CH:6][CH:5]=[CH:4][N:3]=1.[CH2:9]([Sn](CCCC)(CCCC)C=C)[CH2:10]CC.[Li+].[Cl-]. Given the product [Br:8][C:7]1[C:2]([CH:9]=[CH2:10])=[N:3][CH:4]=[CH:5][CH:6]=1, predict the reactants needed to synthesize it. (5) Given the product [Cl:21][C:19]1[CH:18]=[CH:17][CH:16]=[C:15]2[C:20]=1[C:12]([C:10]([NH:9][CH2:8][CH:5]1[CH2:6][CH2:7][C:2]([F:1])([F:22])[CH2:3][CH2:4]1)=[O:11])=[CH:13][N:14]2[CH2:24][CH2:25][N:26]1[CH2:30][CH2:29][CH2:28][C:27]1=[O:31], predict the reactants needed to synthesize it. The reactants are: [F:1][C:2]1([F:22])[CH2:7][CH2:6][CH:5]([CH2:8][NH:9][C:10]([C:12]2[C:20]3[C:15](=[CH:16][CH:17]=[CH:18][C:19]=3[Cl:21])[NH:14][CH:13]=2)=[O:11])[CH2:4][CH2:3]1.O[CH2:24][CH2:25][N:26]1[CH2:30][CH2:29][CH2:28][C:27]1=[O:31].C(P(=CC#N)(CCCC)CCCC)CCC.